From a dataset of Peptide-MHC class II binding affinity with 134,281 pairs from IEDB. Regression. Given a peptide amino acid sequence and an MHC pseudo amino acid sequence, predict their binding affinity value. This is MHC class II binding data. (1) The peptide sequence is ADNSLDYAANFSHML. The MHC is DRB1_1201 with pseudo-sequence DRB1_1201. The binding affinity (normalized) is 0.264. (2) The peptide sequence is APTGMFVAAAKYMVI. The MHC is HLA-DPA10103-DPB10201 with pseudo-sequence HLA-DPA10103-DPB10201. The binding affinity (normalized) is 0.828.